Dataset: Reaction yield outcomes from USPTO patents with 853,638 reactions. Task: Predict the reaction yield, written as a fraction of the theoretical maximum amount of product (1.0 means a 100% yield; for example, 0.34 means a 34% yield). (1) The reactants are [F:1][C:2]1[CH:7]=[CH:6][C:5](B(O)O)=[CH:4][CH:3]=1.[NH2:11][C:12]1[N:13]=[C:14]([N:23]2[CH2:28][CH2:27][N:26]([C:29](=[O:32])[CH2:30][OH:31])[CH2:25][CH2:24]2)[C:15]2[N:21]=[C:20](Cl)[CH:19]=[CH:18][C:16]=2[N:17]=1. The catalyst is CO.ClCCl. The product is [NH2:11][C:12]1[N:13]=[C:14]([N:23]2[CH2:28][CH2:27][N:26]([C:29](=[O:32])[CH2:30][OH:31])[CH2:25][CH2:24]2)[C:15]2[N:21]=[C:20]([C:5]3[CH:6]=[CH:7][C:2]([F:1])=[CH:3][CH:4]=3)[CH:19]=[CH:18][C:16]=2[N:17]=1. The yield is 0.670. (2) The reactants are [Br:1][C:2]1[CH:3]=[C:4]([CH:9]=[CH:10][C:11]=1I)[C:5]([O:7][CH3:8])=[O:6].[CH3:13][O:14][C:15]1[CH:20]=[CH:19][CH:18]=[C:17]([O:21][CH3:22])[C:16]=1B(O)O.C(=O)([O-])[O-].[Cs+].[Cs+]. The catalyst is CN(C=O)C.C1C=CC([P]([Pd]([P](C2C=CC=CC=2)(C2C=CC=CC=2)C2C=CC=CC=2)([P](C2C=CC=CC=2)(C2C=CC=CC=2)C2C=CC=CC=2)[P](C2C=CC=CC=2)(C2C=CC=CC=2)C2C=CC=CC=2)(C2C=CC=CC=2)C2C=CC=CC=2)=CC=1. The product is [Br:1][C:2]1[CH:3]=[C:4]([C:5]([O:7][CH3:8])=[O:6])[CH:9]=[CH:10][C:11]=1[C:16]1[C:15]([O:14][CH3:13])=[CH:20][CH:19]=[CH:18][C:17]=1[O:21][CH3:22]. The yield is 0.560.